From a dataset of Reaction yield outcomes from USPTO patents with 853,638 reactions. Predict the reaction yield, written as a fraction of the theoretical maximum amount of product (1.0 means a 100% yield; for example, 0.34 means a 34% yield). The reactants are [Br:1][C:2]1[CH:3]=[C:4]([OH:11])[CH:5]=[C:6]([N+:8]([O-:10])=[O:9])[CH:7]=1.C([O-])([O-])=O.[K+].[K+].[CH2:18](Br)[C:19]1[CH:24]=[CH:23][CH:22]=[CH:21][CH:20]=1. The product is [CH2:18]([O:11][C:4]1[CH:5]=[C:6]([N+:8]([O-:10])=[O:9])[CH:7]=[C:2]([Br:1])[CH:3]=1)[C:19]1[CH:24]=[CH:23][CH:22]=[CH:21][CH:20]=1. The catalyst is CC(C)=O. The yield is 0.510.